This data is from Full USPTO retrosynthesis dataset with 1.9M reactions from patents (1976-2016). The task is: Predict the reactants needed to synthesize the given product. (1) Given the product [OH:28][CH2:27][N:23]1[C:22]2[CH:35]=[CH:36][C:19]([O:18][CH2:17][C:14]3[CH:13]=[N:12][C:11]([NH:10][C:7]4[CH:8]=[CH:9][C:4]([O:3][C:2]([F:38])([F:1])[F:37])=[CH:5][CH:6]=4)=[N:16][CH:15]=3)=[CH:20][C:21]=2[O:25][C:24]1=[O:26], predict the reactants needed to synthesize it. The reactants are: [F:1][C:2]([F:38])([F:37])[O:3][C:4]1[CH:9]=[CH:8][C:7]([NH:10][C:11]2[N:16]=[CH:15][C:14]([CH2:17][O:18][C:19]3[CH:36]=[CH:35][C:22]4[N:23]([CH2:27][O:28]CC[Si](C)(C)C)[C:24](=[O:26])[O:25][C:21]=4[CH:20]=3)=[CH:13][N:12]=2)=[CH:6][CH:5]=1.C(O)(C(F)(F)F)=O. (2) Given the product [CH3:28][O:27][C:25]1[CH:24]=[C:22]([NH:23][CH2:15][CH:3]2[C@:4]3([CH3:14])[C@H:9]([C:8]([CH3:13])([CH3:12])[CH2:7][CH2:6][CH2:5]3)[CH2:10][CH2:11][C@@:2]2([CH3:17])[OH:1])[CH:21]=[C:20]([O:19][CH3:18])[CH:26]=1, predict the reactants needed to synthesize it. The reactants are: [OH:1][C@:2]1([CH3:17])[CH2:11][CH2:10][C@@H:9]2[C@:4]([CH3:14])([CH2:5][CH2:6][CH2:7][C:8]2([CH3:13])[CH3:12])[CH:3]1[CH:15]=O.[CH3:18][O:19][C:20]1[CH:21]=[C:22]([CH:24]=[C:25]([O:27][CH3:28])[CH:26]=1)[NH2:23].C(O[BH-](OC(=O)C)OC(=O)C)(=O)C.[Na+]. (3) Given the product [OH:15][C:13]1[C:12]2[C:7](=[CH:8][C:9]([O:16][CH3:17])=[CH:10][CH:11]=2)[N:6]=[C:5]([C:3]([NH:19][NH2:20])=[O:2])[CH:14]=1, predict the reactants needed to synthesize it. The reactants are: C[O:2][C:3]([C:5]1[CH:14]=[C:13]([OH:15])[C:12]2[C:7](=[CH:8][C:9]([O:16][CH3:17])=[CH:10][CH:11]=2)[N:6]=1)=O.O.[NH2:19][NH2:20]. (4) Given the product [OH:19][C:20]1[C:21](=[O:22])[C:13]2[CH:8]3[C:7]([CH3:31])([CH:11]([OH:12])[CH2:10][CH2:9]3)[CH2:6][CH:5]([O:4][C:2](=[O:3])[CH3:1])[C:14]=2[C:15]2([CH3:30])[C:16]=1[C:17](=[CH:18][N:32]1[CH2:37][CH2:36][O:35][CH2:34][CH2:33]1)[C:23](=[O:24])[O:25][CH:26]2[CH2:27][O:28][CH3:29], predict the reactants needed to synthesize it. The reactants are: [CH3:1][C:2]([O:4][C@H:5]1[C:14]2[C@@:15]3([CH3:30])[C@@H:26]([CH2:27][O:28][CH3:29])[O:25][C:23](=[O:24])[C:17]4=[CH:18][O:19][C:20]([C:21](=[O:22])[C:13]=2[C@@H:8]2[CH2:9][CH2:10][C@H:11]([OH:12])[C@@:7]2([CH3:31])[CH2:6]1)=[C:16]34)=[O:3].[NH:32]1[CH2:37][CH2:36][O:35][CH2:34][CH2:33]1. (5) The reactants are: [CH3:1][C:2]1[CH:3]=[C:4]([N+:17]([O-:19])=[O:18])[CH:5]=[C:6]([CH3:16])[C:7]=1[O:8][C:9]1[CH:14]=[CH:13][C:12]([OH:15])=[CH:11][CH:10]=1.Cl[S:21]([OH:24])(=[O:23])=[O:22]. Given the product [CH3:16][C:6]1[CH:5]=[C:4]([N+:17]([O-:19])=[O:18])[CH:3]=[C:2]([CH3:1])[C:7]=1[O:8][C:9]1[CH:10]=[CH:11][C:12]([OH:15])=[C:13]([S:21]([OH:24])(=[O:23])=[O:22])[CH:14]=1, predict the reactants needed to synthesize it. (6) Given the product [CH2:23]([N:22]([CH3:21])[S:9]([NH:8][C:6](=[O:7])[O:5][C:1]([CH3:3])([CH3:2])[CH3:4])(=[O:10])=[O:11])[C:24]1[CH:29]=[CH:28][CH:27]=[CH:26][CH:25]=1, predict the reactants needed to synthesize it. The reactants are: [C:1]([O:5][C:6]([N-:8][S:9](N1C=CC(=[N+](C)C)C=C1)(=[O:11])=[O:10])=[O:7])([CH3:4])([CH3:3])[CH3:2].[CH3:21][NH:22][CH2:23][C:24]1[CH:29]=[CH:28][CH:27]=[CH:26][CH:25]=1. (7) Given the product [CH2:40]([N:47]1[CH2:48][CH2:49][CH:50]([N:53]([CH2:54][CH:55]2[O:56][CH2:57][CH2:58][O:59]2)[C:8]([C:4]2[NH:5][C:6]([CH3:7])=[C:2]([Cl:1])[CH:3]=2)=[O:10])[CH2:51][CH2:52]1)[C:41]1[CH:46]=[CH:45][CH:44]=[CH:43][CH:42]=1, predict the reactants needed to synthesize it. The reactants are: [Cl:1][C:2]1[CH:3]=[C:4]([C:8]([OH:10])=O)[NH:5][C:6]=1[CH3:7].Cl.CN(C)CCCN=C=NCC.CN1CCOCC1.ON1C2C=CC=CC=2N=N1.[CH2:40]([N:47]1[CH2:52][CH2:51][CH:50]([NH:53][CH2:54][CH:55]2[O:59][CH2:58][CH2:57][O:56]2)[CH2:49][CH2:48]1)[C:41]1[CH:46]=[CH:45][CH:44]=[CH:43][CH:42]=1.